Task: Predict which catalyst facilitates the given reaction.. Dataset: Catalyst prediction with 721,799 reactions and 888 catalyst types from USPTO Reactant: N(C(OCC)=O)=NC(OCC)=O.[F:13][C:14]1([F:22])[CH2:19][C@H:18]2[CH2:20][C@@H:15]1[CH2:16][C@H:17]2O.[C:23]1(=[O:33])[NH:27][C:26](=[O:28])[C:25]2=[CH:29][CH:30]=[CH:31][CH:32]=[C:24]12.C1(P(C2C=CC=CC=2)C2C=CC=CC=2)C=CC=CC=1. Product: [F:13][C:14]1([F:22])[CH2:19][C@H:18]2[CH2:20][C@@H:15]1[CH2:16][C@@H:17]2[N:27]1[C:23](=[O:33])[C:24]2[C:25](=[CH:29][CH:30]=[CH:31][CH:32]=2)[C:26]1=[O:28]. The catalyst class is: 1.